This data is from Forward reaction prediction with 1.9M reactions from USPTO patents (1976-2016). The task is: Predict the product of the given reaction. (1) Given the reactants [Br:1][C:2]1[CH:7]=[CH:6][C:5]([OH:8])=[C:4]([F:9])[CH:3]=1.[H-].[Na+].[CH3:12][C:13]1[C:18]([CH3:19])=[C:17]([N+]([O-])=O)[CH:16]=[CH:15][N+:14]=1[O-:23], predict the reaction product. The product is: [Br:1][C:2]1[CH:7]=[CH:6][C:5]([O:8][C:17]2[CH:16]=[CH:15][N+:14]([O-:23])=[C:13]([CH3:12])[C:18]=2[CH3:19])=[C:4]([F:9])[CH:3]=1. (2) Given the reactants [H-].[Na+].[Br:3][C:4]1[CH:5]=[C:6]([OH:10])[CH:7]=[CH:8][CH:9]=1.Br[CH2:12][CH:13]1[CH2:15][O:14]1.O, predict the reaction product. The product is: [Br:3][C:4]1[CH:5]=[C:6]([CH:7]=[CH:8][CH:9]=1)[O:10][CH2:12][CH:13]1[CH2:15][O:14]1. (3) The product is: [CH3:1][CH2:2][CH:3]([O:6][C:8]1[CH:13]=[CH:12][CH:11]=[CH:10][C:9]=1[N+:14]([O-:16])=[O:15])[CH2:4][CH3:5].[CH3:17][CH2:18][CH:19]([O:22][C:23]1[CH:29]=[CH:28][CH:27]=[CH:26][C:24]=1[NH:25][C:3]([NH:30][C:31]1[S:32][CH:33]=[CH:34][N:35]=1)=[O:6])[CH2:20][CH3:21]. Given the reactants [CH3:1][CH2:2][CH:3]([OH:6])[CH2:4][CH3:5].F[C:8]1[CH:13]=[CH:12][CH:11]=[CH:10][C:9]=1[N+:14]([O-:16])=[O:15].[CH3:17][CH2:18][CH:19]([O:22][C:23]1[CH:29]=[CH:28][CH:27]=[CH:26][C:24]=1[NH2:25])[CH2:20][CH3:21].[NH2:30][C:31]1[S:32][CH:33]=[CH:34][N:35]=1, predict the reaction product.